Dataset: Peptide-MHC class I binding affinity with 185,985 pairs from IEDB/IMGT. Task: Regression. Given a peptide amino acid sequence and an MHC pseudo amino acid sequence, predict their binding affinity value. This is MHC class I binding data. The peptide sequence is SALNHTKKW. The MHC is HLA-A01:01 with pseudo-sequence HLA-A01:01. The binding affinity (normalized) is 0.0847.